Task: Predict the product of the given reaction.. Dataset: Forward reaction prediction with 1.9M reactions from USPTO patents (1976-2016) (1) Given the reactants [CH3:1][N+:2]([CH2:5][C:6]([O-:8])=[O:7])([CH3:4])[CH3:3].O.[Zr:10].O(Cl)Cl.[Zr].ClO.[Al:17], predict the reaction product. The product is: [Zr:10].[Al:17].[CH3:1][N+:2]([CH2:5][C:6]([OH:8])=[O:7])([CH3:4])[CH3:3]. (2) Given the reactants [CH3:1][C:2]([S:7][C:8]1[S:12][C:11]([NH:13][C:14]([N:16]([C@H:25]2[CH2:30][CH2:29][C@H:28]([CH3:31])[CH2:27][CH2:26]2)[CH2:17][CH2:18][C:19]2[CH:24]=[CH:23][CH:22]=[CH:21][CH:20]=2)=[O:15])=[N:10][CH:9]=1)([CH3:6])[C:3]([OH:5])=[O:4].BrCCC1C=CC=[C:37]([O:41]C)C=1.C(OC(=O)C(SC1SC(N)=NC=1)(C)C)C, predict the reaction product. The product is: [CH3:37][O:41][C:21]1[CH:20]=[C:19]([CH2:18][CH2:17][N:16]([C@H:25]2[CH2:26][CH2:27][C@H:28]([CH3:31])[CH2:29][CH2:30]2)[C:14](=[O:15])[NH:13][C:11]2[S:12][C:8]([S:7][C:2]([CH3:1])([CH3:6])[C:3]([OH:5])=[O:4])=[CH:9][N:10]=2)[CH:24]=[CH:23][CH:22]=1. (3) Given the reactants C([O:4][CH2:5][C:6]([CH3:51])([CH3:50])[CH2:7][N:8]1[C:14]2[CH:15]=[CH:16][C:17]([Cl:19])=[CH:18][C:13]=2[C@@H:12]([C:20]2[CH:25]=[CH:24][CH:23]=[C:22]([O:26][CH3:27])[C:21]=2[O:28][CH3:29])[O:11][C@H:10]([CH2:30][C:31]([NH:33][C:34]2[CH:35]=[C:36]([CH2:42][CH2:43][C:44]([O:46]CC)=[O:45])[CH:37]=[CH:38][C:39]=2[O:40][CH3:41])=[O:32])[C:9]1=[O:49])(=O)C.[OH-].[Na+].C(O)C, predict the reaction product. The product is: [Cl:19][C:17]1[CH:16]=[CH:15][C:14]2[N:8]([CH2:7][C:6]([CH3:50])([CH3:51])[CH2:5][OH:4])[C:9](=[O:49])[C@@H:10]([CH2:30][C:31]([NH:33][C:34]3[CH:35]=[C:36]([CH2:42][CH2:43][C:44]([OH:46])=[O:45])[CH:37]=[CH:38][C:39]=3[O:40][CH3:41])=[O:32])[O:11][C@H:12]([C:20]3[CH:25]=[CH:24][CH:23]=[C:22]([O:26][CH3:27])[C:21]=3[O:28][CH3:29])[C:13]=2[CH:18]=1.